This data is from Experimentally validated miRNA-target interactions with 360,000+ pairs, plus equal number of negative samples. The task is: Binary Classification. Given a miRNA mature sequence and a target amino acid sequence, predict their likelihood of interaction. The miRNA is hsa-let-7f-1-3p with sequence CUAUACAAUCUAUUGCCUUCCC. The protein sequence of the target gene is MAWQVSLLELEDWLQCPICLEVFKESLMLQCGHSYCKGCLVSLSYHLDTKVRCPMCWQVVDGSSSLPNVSLAWVIEALRLPGDPEPKVCVHHRNPLSLFCEKDQELICGLCGLLGSHQHHPVTPVSTVCSRMKEELAALFSELKQEQKKVDELIAKLVKNRTRIVNESDVFSWVIRREFQELRHPVDEEKARCLEGIGGHTRGLVASLDMQLEQAQGTRERLAQAECVLEQFGNEDHHEFIWKFHSMASR. Result: 0 (no interaction).